From a dataset of Catalyst prediction with 721,799 reactions and 888 catalyst types from USPTO. Predict which catalyst facilitates the given reaction. (1) Reactant: [CH3:1][C:2]1[C:7]([N+:8]([O-])=O)=[CH:6][CH:5]=[CH:4][C:3]=1[CH2:11][C:12]#[N:13]. Product: [NH2:8][C:7]1[C:2]([CH3:1])=[C:3]([CH2:11][C:12]#[N:13])[CH:4]=[CH:5][CH:6]=1. The catalyst class is: 591. (2) Reactant: [CH3:16][C:11]1([CH3:17])[C:12]([CH3:15])([CH3:14])[O:13][B:9]([B:9]2[O:13][C:12]([CH3:15])([CH3:14])[C:11]([CH3:17])([CH3:16])[O:10]2)[O:10]1.C([O-])(=O)C.[K+].Br[C:25]1[CH:30]=[CH:29][C:28]([CH2:31][C:32]([O:34][CH3:35])=[O:33])=[CH:27][C:26]=1[CH3:36].C(OCC)(=O)C. Product: [CH3:35][O:34][C:32](=[O:33])[CH2:31][C:28]1[CH:29]=[CH:30][C:25]([B:9]2[O:10][C:11]([CH3:16])([CH3:17])[C:12]([CH3:14])([CH3:15])[O:13]2)=[C:26]([CH3:36])[CH:27]=1. The catalyst class is: 12.